This data is from Reaction yield outcomes from USPTO patents with 853,638 reactions. The task is: Predict the reaction yield, written as a fraction of the theoretical maximum amount of product (1.0 means a 100% yield; for example, 0.34 means a 34% yield). (1) The reactants are [CH3:1][O:2][C:3](=[O:12])[C:4]1[CH:9]=[CH:8][C:7]([CH2:10][OH:11])=[CH:6][CH:5]=1.Br[CH2:14][C:15]1[CH:16]=[C:17]([CH:20]=[CH:21][CH:22]=1)[C:18]#[N:19].[H-].[Na+]. The catalyst is COCCOC. The product is [CH3:1][O:2][C:3](=[O:12])[C:4]1[CH:9]=[CH:8][C:7]([CH2:10][O:11][CH2:14][C:15]2[CH:22]=[CH:21][CH:20]=[C:17]([C:18]#[N:19])[CH:16]=2)=[CH:6][CH:5]=1. The yield is 0.460. (2) The reactants are [OH-].[Na+].[O:3]=[C:4]1[CH2:9][N:8](C(=O)C(F)(F)F)[CH2:7][CH2:6][N:5]1[C:16]1[CH:21]=[CH:20][C:19]([S:22]([NH:25][C:26]2[CH:31]=[CH:30][N:29]=[CH:28][N:27]=2)(=[O:24])=[O:23])=[CH:18][CH:17]=1.Cl. No catalyst specified. The product is [O:3]=[C:4]1[CH2:9][NH:8][CH2:7][CH2:6][N:5]1[C:16]1[CH:17]=[CH:18][C:19]([S:22]([NH:25][C:26]2[CH:31]=[CH:30][N:29]=[CH:28][N:27]=2)(=[O:24])=[O:23])=[CH:20][CH:21]=1. The yield is 1.00. (3) The reactants are [C:1]([C:3]1[CH:8]=[CH:7][C:6]([N:9]([CH2:14][CH:15]2[CH2:17][CH2:16]2)[CH2:10][C:11](O)=[O:12])=[CH:5][C:4]=1[C:18]([F:21])([F:20])[F:19])#[N:2].C(OC(OC(C)(C)C)=O)(OC(C)(C)C)=O.[N:37]1C=CC=CC=1.[NH4+]. The catalyst is C(#N)C. The product is [C:1]([C:3]1[CH:8]=[CH:7][C:6]([N:9]([CH2:14][CH:15]2[CH2:17][CH2:16]2)[CH2:10][C:11]([NH2:37])=[O:12])=[CH:5][C:4]=1[C:18]([F:21])([F:20])[F:19])#[N:2]. The yield is 0.400. (4) The reactants are [O:1]=[C:2]1[N:7]([CH2:8][C:9]([OH:11])=O)[N:6]=[N:5][C:4]2[CH:12]=[CH:13][CH:14]=[CH:15][C:3]1=2.Cl.[F:17][C:18]([F:31])([F:30])[O:19][C:20]1[CH:25]=[CH:24][C:23]([C@@H:26]([NH2:29])[CH2:27][CH3:28])=[CH:22][CH:21]=1.C(N(C(C)C)C(C)C)C.Cl.C(N=C=NCCCN(C)C)C.N1(O)C2C=CC=CC=2N=N1. The catalyst is CN(C=O)C.CO. The product is [O:1]=[C:2]1[N:7]([CH2:8][C:9]([NH:29][C@H:26]([C:23]2[CH:22]=[CH:21][C:20]([O:19][C:18]([F:17])([F:30])[F:31])=[CH:25][CH:24]=2)[CH2:27][CH3:28])=[O:11])[N:6]=[N:5][C:4]2[CH:12]=[CH:13][CH:14]=[CH:15][C:3]1=2. The yield is 0.350. (5) The reactants are [OH:1][C:2]1[C:3]([N+:8]([O-:10])=[O:9])=[N:4][CH:5]=[CH:6][CH:7]=1.[CH3:11][C:12]([CH3:19])([CH2:17]O)[C:13]([O:15][CH3:16])=[O:14].CC(OC(/N=N/C(OC(C)C)=O)=O)C. The catalyst is O1CCOCC1. The product is [CH3:11][C:12]([CH3:19])([CH2:17][O:1][C:2]1[C:3]([N+:8]([O-:10])=[O:9])=[N:4][CH:5]=[CH:6][CH:7]=1)[C:13]([O:15][CH3:16])=[O:14]. The yield is 0.610. (6) The reactants are [NH2:1][C@@H:2]1[CH2:7][CH2:6][CH2:5][N:4]([C:8]2[N:9]([CH2:16][C:17]3[CH:24]=[CH:23][CH:22]=[CH:21][C:18]=3[C:19]#[N:20])[C:10](=[O:15])[C:11](Br)=[CH:12][N:13]=2)[CH2:3]1.[CH2:25]([Sn](CCCC)(CCCC)C#CC)[CH2:26][CH2:27]C. The catalyst is O1CCOCC1.C1C=CC([P]([Pd]([P](C2C=CC=CC=2)(C2C=CC=CC=2)C2C=CC=CC=2)([P](C2C=CC=CC=2)(C2C=CC=CC=2)C2C=CC=CC=2)[P](C2C=CC=CC=2)(C2C=CC=CC=2)C2C=CC=CC=2)(C2C=CC=CC=2)C2C=CC=CC=2)=CC=1. The product is [NH2:1][C@@H:2]1[CH2:7][CH2:6][CH2:5][N:4]([C:8]2[N:9]([CH2:16][C:17]3[CH:24]=[CH:23][CH:22]=[CH:21][C:18]=3[C:19]#[N:20])[C:10](=[O:15])[C:11]([C:25]#[C:26][CH3:27])=[CH:12][N:13]=2)[CH2:3]1. The yield is 0.760. (7) The reactants are [Cl:1][C:2]1[CH:3]=[C:4]([CH:10]=[CH:11][CH:12]=1)[CH2:5]P(=O)([O-])[O-].[Li]CCCC.[CH3:18][CH2:19][CH2:20][CH2:21][CH2:22][CH3:23].C(=O)CCCC#C. The catalyst is C1COCC1. The product is [Cl:1][C:2]1[CH:12]=[CH:11][CH:10]=[C:4]([CH:5]=[CH:23][CH2:22][CH2:21][CH2:20][C:19]#[CH:18])[CH:3]=1. The yield is 0.930.